Dataset: Forward reaction prediction with 1.9M reactions from USPTO patents (1976-2016). Task: Predict the product of the given reaction. (1) Given the reactants [C:1]1([CH2:7][CH2:8][CH2:9][CH:10]([NH:20][C:21]([CH:23]2[CH2:28][CH2:27][CH2:26][CH2:25][N:24]2[C:29]([CH:31]2[CH2:36][CH2:35][CH2:34][CH2:33][N:32]2C(OC(C)(C)C)=O)=[O:30])=[O:22])[CH2:11][CH2:12][CH2:13][C:14]2[CH:19]=[CH:18][CH:17]=[CH:16][CH:15]=2)[CH:6]=[CH:5][CH:4]=[CH:3][CH:2]=1.FC(F)(F)C(O)=O, predict the reaction product. The product is: [C:1]1([CH2:7][CH2:8][CH2:9][CH:10]([NH:20][C:21]([CH:23]2[CH2:28][CH2:27][CH2:26][CH2:25][N:24]2[C:29]([CH:31]2[CH2:36][CH2:35][CH2:34][CH2:33][NH:32]2)=[O:30])=[O:22])[CH2:11][CH2:12][CH2:13][C:14]2[CH:15]=[CH:16][CH:17]=[CH:18][CH:19]=2)[CH:2]=[CH:3][CH:4]=[CH:5][CH:6]=1. (2) Given the reactants O1CCCC1.[N:6]1[CH:11]=[CH:10][CH:9]=[CH:8][C:7]=1[CH2:12][CH2:13][C:14]1[CH:23]=[CH:22][C:17]([C:18](OC)=[O:19])=[CH:16][CH:15]=1.[H-].C([NH2+]CC(C)C)C(C)C.C(C(C(C([O-])=O)O)O)([O-])=O.[Na+].[K+], predict the reaction product. The product is: [N:6]1[CH:11]=[CH:10][CH:9]=[CH:8][C:7]=1[CH2:12][CH2:13][C:14]1[CH:15]=[CH:16][C:17]([CH2:18][OH:19])=[CH:22][CH:23]=1. (3) Given the reactants [F:1][C:2]1[CH:3]=[CH:4][C:5](B(O)O)=[C:6]2[C:10]=1[C@H:9]([O:11][C:12]1[CH:25]=[CH:24][C:15]3[C@H:16]([CH2:19][C:20]([O:22][CH3:23])=[O:21])[CH2:17][O:18][C:14]=3[CH:13]=1)[CH2:8][CH2:7]2.[Br:29][C:30]1[CH:31]=[CH:32][C:33]([F:37])=[C:34]([OH:36])[CH:35]=1, predict the reaction product. The product is: [CH3:23][O:22][C:20](=[O:21])[CH2:19][C@H:16]1[C:15]2[CH:24]=[CH:25][C:12]([O:11][C@H:9]3[C:10]4[C:6](=[C:5]([O:36][C:34]5[CH:35]=[C:30]([Br:29])[CH:31]=[CH:32][C:33]=5[F:37])[CH:4]=[CH:3][C:2]=4[F:1])[CH2:7][CH2:8]3)=[CH:13][C:14]=2[O:18][CH2:17]1. (4) Given the reactants F[C:2](F)(F)[C:3](O)=O.[CH:8]1[C:16]2[C:15]3[CH:17]=[CH:18][CH:19]=[CH:20][C:14]=3[O:13][C:12]=2[C:11]([C:21]2[N:26]=[C:25](NC3C=CC=C(N)C=3)[N:24]=[CH:23][CH:22]=2)=[CH:10][CH:9]=1.[CH3:35][N:36]([CH3:46])[C:37]1[CH:45]=[CH:44][C:40]([C:41](Cl)=[O:42])=[CH:39][CH:38]=1, predict the reaction product. The product is: [CH:8]1[C:16]2[C:15]3[CH:17]=[CH:18][CH:19]=[CH:20][C:14]=3[O:13][C:12]=2[C:11]([C:21]2[N:26]=[CH:25][N:24]=[C:23]([NH:24][C:23]3[CH:22]=[C:21]([NH:26][C:41](=[O:42])[C:40]4[CH:44]=[CH:45][C:37]([N:36]([CH3:46])[CH3:35])=[CH:38][CH:39]=4)[CH:11]=[CH:2][CH:3]=3)[CH:22]=2)=[CH:10][CH:9]=1.